This data is from NCI-60 drug combinations with 297,098 pairs across 59 cell lines. The task is: Regression. Given two drug SMILES strings and cell line genomic features, predict the synergy score measuring deviation from expected non-interaction effect. (1) Drug 1: C1=NC2=C(N=C(N=C2N1C3C(C(C(O3)CO)O)F)Cl)N. Drug 2: B(C(CC(C)C)NC(=O)C(CC1=CC=CC=C1)NC(=O)C2=NC=CN=C2)(O)O. Cell line: MDA-MB-231. Synergy scores: CSS=50.8, Synergy_ZIP=6.45, Synergy_Bliss=6.47, Synergy_Loewe=9.12, Synergy_HSA=11.3. (2) Drug 1: C1=CC(=CC=C1CCCC(=O)O)N(CCCl)CCCl. Drug 2: B(C(CC(C)C)NC(=O)C(CC1=CC=CC=C1)NC(=O)C2=NC=CN=C2)(O)O. Cell line: KM12. Synergy scores: CSS=3.02, Synergy_ZIP=-2.66, Synergy_Bliss=-5.44, Synergy_Loewe=-2.36, Synergy_HSA=-2.64. (3) Cell line: SNB-19. Drug 2: CC1C(C(CC(O1)OC2CC(CC3=C2C(=C4C(=C3O)C(=O)C5=C(C4=O)C(=CC=C5)OC)O)(C(=O)CO)O)N)O.Cl. Synergy scores: CSS=39.5, Synergy_ZIP=-4.77, Synergy_Bliss=-4.02, Synergy_Loewe=-2.64, Synergy_HSA=1.01. Drug 1: CC1CCC2CC(C(=CC=CC=CC(CC(C(=O)C(C(C(=CC(C(=O)CC(OC(=O)C3CCCCN3C(=O)C(=O)C1(O2)O)C(C)CC4CCC(C(C4)OC)OCCO)C)C)O)OC)C)C)C)OC. (4) Drug 1: CC1C(C(CC(O1)OC2CC(CC3=C2C(=C4C(=C3O)C(=O)C5=C(C4=O)C(=CC=C5)OC)O)(C(=O)C)O)N)O.Cl. Drug 2: C1=CC(=CC=C1CC(C(=O)O)N)N(CCCl)CCCl.Cl. Cell line: OVCAR-5. Synergy scores: CSS=23.6, Synergy_ZIP=-3.18, Synergy_Bliss=9.76, Synergy_Loewe=-9.38, Synergy_HSA=6.24.